From a dataset of Catalyst prediction with 721,799 reactions and 888 catalyst types from USPTO. Predict which catalyst facilitates the given reaction. (1) Reactant: [Cl:1][CH2:2][C:3]([N:5]1[C@@H:12]([C:13]#[CH:14])[CH2:11][CH2:10][C@H:6]1[C:7]([NH2:9])=O)=[O:4].N1C=CN=C1.O=P(Cl)(Cl)Cl. Product: [Cl:1][CH2:2][C:3]([N:5]1[C@@H:12]([C:13]#[CH:14])[CH2:11][CH2:10][C@H:6]1[C:7]#[N:9])=[O:4]. The catalyst class is: 17. (2) Reactant: [Cl:1][C:2]1[C:11]2[C:6](=[CH:7][C:8]([O:13][CH2:14][CH2:15][O:16][CH3:17])=[C:9]([OH:12])[CH:10]=2)[N:5]=[CH:4][C:3]=1[C:18]#[N:19].[C:20]1(P([C:20]2[CH:25]=CC=[CH:22][CH:21]=2)[C:20]2[CH:25]=CC=[CH:22][CH:21]=2)[CH:25]=CC=[CH:22][CH:21]=1.N(C(OCC)=O)=NC(OCC)=O. Product: [CH2:25]([O:12][C:9]1[CH:10]=[C:11]2[C:6](=[CH:7][C:8]=1[O:13][CH2:14][CH2:15][O:16][CH3:17])[N:5]=[CH:4][C:3]([C:18]#[N:19])=[C:2]2[Cl:1])[CH2:20][CH2:21][CH3:22]. The catalyst class is: 51. (3) Reactant: [CH2:1]1[C:5]2[CH:6]=[CH:7][C:8]([O:10][C:11]3[CH:16]=[CH:15][C:14]([NH:17][C:18](=[O:29])[C@H:19]([NH:21]C(=O)OC(C)(C)C)[CH3:20])=[CH:13][CH:12]=3)=[CH:9][C:4]=2[CH2:3][O:2]1.C(O)(C(F)(F)F)=O. Product: [CH2:1]1[C:5]2[CH:6]=[CH:7][C:8]([O:10][C:11]3[CH:12]=[CH:13][C:14]([NH:17][C:18](=[O:29])[C@@H:19]([CH3:20])[NH2:21])=[CH:15][CH:16]=3)=[CH:9][C:4]=2[CH2:3][O:2]1. The catalyst class is: 4. (4) Reactant: [F:1][C:2]([F:14])([F:13])[C:3]1[CH:8]=[CH:7][C:6]([CH2:9][C:10]([OH:12])=O)=[CH:5][CH:4]=1.[NH2:15][C:16]1[CH:17]=[C:18]([C:22]([C:24]2[C:32]3[CH:31]=[N:30][CH:29]=[N:28][C:27]=3[N:26]([C@@H:33]([CH3:43])[CH2:34][O:35][Si](C(C)(C)C)(C)C)[CH:25]=2)=[O:23])[CH:19]=[N:20][CH:21]=1.CCCP(O)(O)=O.C(N(CC)CC)C.C(=O)(O)[O-].[Na+]. Product: [OH:35][CH2:34][C@@H:33]([N:26]1[C:27]2[N:28]=[CH:29][N:30]=[CH:31][C:32]=2[C:24]([C:22]([C:18]2[CH:17]=[C:16]([NH:15][C:10](=[O:12])[CH2:9][C:6]3[CH:5]=[CH:4][C:3]([C:2]([F:1])([F:14])[F:13])=[CH:8][CH:7]=3)[CH:21]=[N:20][CH:19]=2)=[O:23])=[CH:25]1)[CH3:43]. The catalyst class is: 1.